Predict the reactants needed to synthesize the given product. From a dataset of Retrosynthesis with 50K atom-mapped reactions and 10 reaction types from USPTO. (1) Given the product CC(C)c1cc(Nc2nc(N3CCC[C@H]3C(=O)Nc3nccs3)nc3c2CCC3)n[nH]1, predict the reactants needed to synthesize it. The reactants are: COC(=O)[C@@H]1CCCN1c1nc2c(c(Nc3cc(C(C)C)[nH]n3)n1)CCC2.Nc1nccs1. (2) Given the product Cc1ccc([N+](=O)[O-])c(C)c1CO, predict the reactants needed to synthesize it. The reactants are: Cc1ccc([N+](=O)[O-])c(C)c1C(=O)O. (3) Given the product CC(C)(C)OC(=O)N1CCC(c2ccc(Cl)cn2)CC1, predict the reactants needed to synthesize it. The reactants are: CC(C)(C)OC(=O)N1CCC(I)CC1.Clc1ccc(Br)nc1. (4) Given the product OCc1nc(-c2cn3c(n2)-c2cnc(Cl)cc2OCC3)n(CC(F)(F)F)n1, predict the reactants needed to synthesize it. The reactants are: COCc1nc(-c2cn3c(n2)-c2cnc(Cl)cc2OCC3)n(CC(F)(F)F)n1. (5) Given the product O=C1NCCN1c1cccc(F)c1, predict the reactants needed to synthesize it. The reactants are: O=C(NCCCl)Nc1cccc(F)c1. (6) Given the product CCOC(=O)c1cnc(CNC(=O)OC(C)(C)C)c2cc(OC)c(OC)cc12, predict the reactants needed to synthesize it. The reactants are: CC(C)(C)OC(=O)OC(=O)OC(C)(C)C.CCOC(=O)c1cnc(CN)c2cc(OC)c(OC)cc12.